Dataset: Catalyst prediction with 721,799 reactions and 888 catalyst types from USPTO. Task: Predict which catalyst facilitates the given reaction. Reactant: ClCCl.[CH2:4]([CH:7]1[O:12][CH:11](O)[CH:10]([C:14]2[CH:19]=[CH:18][C:17]([C:20]3[CH:25]=[CH:24][C:23]([CH:26]4[CH2:31][CH2:30][CH:29]([CH2:32][CH2:33][CH3:34])[CH2:28][CH2:27]4)=[C:22]([F:35])[C:21]=3[F:36])=[C:16]([F:37])[C:15]=2[F:38])[CH2:9][CH2:8]1)[CH2:5][CH3:6].C([SiH](CC)CC)C. Product: [CH2:4]([CH:7]1[CH2:8][CH2:9][CH:10]([C:14]2[CH:19]=[CH:18][C:17]([C:20]3[CH:25]=[CH:24][C:23]([CH:26]4[CH2:31][CH2:30][CH:29]([CH2:32][CH2:33][CH3:34])[CH2:28][CH2:27]4)=[C:22]([F:35])[C:21]=3[F:36])=[C:16]([F:37])[C:15]=2[F:38])[CH2:11][O:12]1)[CH2:5][CH3:6]. The catalyst class is: 6.